Dataset: Catalyst prediction with 721,799 reactions and 888 catalyst types from USPTO. Task: Predict which catalyst facilitates the given reaction. (1) Reactant: O[CH2:2][CH2:3][N:4]1[CH2:9][CH2:8][CH2:7][CH:6]([N:10]2[C:21]3=[C:22]4[C:17](=[CH:18][CH:19]=[CH:20]3)[CH:16]=[N:15][CH:14]=[C:13]4[CH2:12][CH2:11]2)[CH2:5]1.[C:23]([OH:26])(=[S:25])[CH3:24].N(C(N(C)C)=O)=NC(N(C)C)=O. Product: [C:23]([S:25][CH2:2][CH2:3][N:4]1[CH2:9][CH2:8][CH2:7][CH:6]([N:10]2[C:21]3=[C:22]4[C:17](=[CH:18][CH:19]=[CH:20]3)[CH:16]=[N:15][CH:14]=[C:13]4[CH2:12][CH2:11]2)[CH2:5]1)(=[O:26])[CH3:24]. The catalyst class is: 7. (2) Reactant: [CH3:1][C:2]([NH:4][C:5]1[CH:10]=[CH:9][C:8]([NH2:11])=[CH:7][CH:6]=1)=[O:3].[C:12]([O:18][CH3:19])(=[O:17])[CH2:13][C:14]([CH3:16])=O. Product: [C:2]([NH:4][C:5]1[CH:10]=[CH:9][C:8]([NH:11][C:14]([CH3:16])=[CH:13][C:12]([O:18][CH3:19])=[O:17])=[CH:7][CH:6]=1)(=[O:3])[CH3:1]. The catalyst class is: 5. (3) Reactant: [CH3:1][O:2][C:3]([C:5]1[CH:10]=[C:9]([C:11](=[O:35])[NH:12][C@H:13]([CH2:22][C:23]2[CH:28]=[CH:27][C:26]([C:29]3[CH:34]=[CH:33][CH:32]=[CH:31][CH:30]=3)=[CH:25][CH:24]=2)[CH2:14][C@H:15]([C:17]([O:19][CH2:20][CH3:21])=[O:18])[CH3:16])[N:8]=[C:7](Cl)[N:6]=1)=[O:4].[CH3:37][O-:38].[Na+].O. Product: [CH3:1][O:2][C:3]([C:5]1[CH:10]=[C:9]([C:11](=[O:35])[NH:12][C@H:13]([CH2:22][C:23]2[CH:28]=[CH:27][C:26]([C:29]3[CH:34]=[CH:33][CH:32]=[CH:31][CH:30]=3)=[CH:25][CH:24]=2)[CH2:14][C@H:15]([C:17]([O:19][CH2:20][CH3:21])=[O:18])[CH3:16])[N:8]=[C:7]([O:38][CH3:37])[N:6]=1)=[O:4]. The catalyst class is: 1. (4) Reactant: [Cl:1][C:2]1[N:6]2[CH:7]=[C:8]([C:15]3[CH:16]=[N:17][NH:18][CH:19]=3)[CH:9]=[C:10]([C:11]([F:14])([F:13])[F:12])[C:5]2=[N:4][C:3]=1[C:20]([OH:22])=O.[NH:23]1[CH2:28][CH2:27][CH:26]([N:29]2[CH2:33][C:32](=[O:34])[NH:31][C:30]2=[O:35])[CH2:25][CH2:24]1.CCN(C(C)C)C(C)C.CN(C(ON1N=NC2C=CC=NC1=2)=[N+](C)C)C.F[P-](F)(F)(F)(F)F. Product: [Cl:1][C:2]1[N:6]2[CH:7]=[C:8]([C:15]3[CH:16]=[N:17][NH:18][CH:19]=3)[CH:9]=[C:10]([C:11]([F:13])([F:14])[F:12])[C:5]2=[N:4][C:3]=1[C:20]([N:23]1[CH2:24][CH2:25][CH:26]([N:29]2[CH2:33][C:32](=[O:34])[NH:31][C:30]2=[O:35])[CH2:27][CH2:28]1)=[O:22]. The catalyst class is: 85. (5) Reactant: [I-].[CH3:2][S+](C)(C)=O.[CH3:7][O:8][CH2:9][O:10][C:11]1[C:16]([CH3:17])=[CH:15][CH:14]=[C:13]([O:18][CH2:19][O:20][CH3:21])[C:12]=1[C:22](=[CH2:28])[C:23]([O:25][CH2:26][CH3:27])=[O:24]. Product: [CH3:7][O:8][CH2:9][O:10][C:11]1[C:16]([CH3:17])=[CH:15][CH:14]=[C:13]([O:18][CH2:19][O:20][CH3:21])[C:12]=1[C:22]1([C:23]([O:25][CH2:26][CH3:27])=[O:24])[CH2:2][CH2:28]1. The catalyst class is: 16. (6) Reactant: [B:10]1([B:10]2[O:14][C:13]([CH3:16])([CH3:15])[C:12]([CH3:18])([CH3:17])[O:11]2)[O:14][C:13]([CH3:16])([CH3:15])[C:12]([CH3:18])([CH3:17])[O:11]1.[C:19]1([C:25]([CH:27]2[CH2:29][CH2:28]2)=[O:26])[CH:24]=[CH:23][CH:22]=[CH:21][CH:20]=1.COC1C=CC=CN=1. Product: [CH:27]1([C:25]([C:19]2[CH:24]=[CH:23][CH:22]=[CH:21][C:20]=2[B:10]2[O:11][C:12]([CH3:17])([CH3:18])[C:13]([CH3:15])([CH3:16])[O:14]2)=[O:26])[CH2:28][CH2:29]1. The catalyst class is: 1. (7) Reactant: Cl[C:2]1[C:12]([O:13][CH3:14])=[CH:11][C:5]([C:6]([O:8][CH2:9][CH3:10])=[O:7])=[C:4]([CH3:15])[N:3]=1.[NH:16]1[CH2:19][CH:18]([C:20]([OH:22])=[O:21])[CH2:17]1.CCN(C(C)C)C(C)C. Product: [CH2:9]([O:8][C:6]([C:5]1[CH:11]=[C:12]([O:13][CH3:14])[C:2]([N:16]2[CH2:19][CH:18]([C:20]([OH:22])=[O:21])[CH2:17]2)=[N:3][C:4]=1[CH3:15])=[O:7])[CH3:10]. The catalyst class is: 296.